From a dataset of Peptide-MHC class II binding affinity with 134,281 pairs from IEDB. Regression. Given a peptide amino acid sequence and an MHC pseudo amino acid sequence, predict their binding affinity value. This is MHC class II binding data. (1) The peptide sequence is FKVIIKPPVPPAPIM. The MHC is DRB1_0101 with pseudo-sequence DRB1_0101. The binding affinity (normalized) is 0.763. (2) The peptide sequence is SPKGISRMSMAMGTM. The MHC is DRB1_0802 with pseudo-sequence DRB1_0802. The binding affinity (normalized) is 0.631. (3) The peptide sequence is PGMMMGMFNMLSTVL. The MHC is DRB1_0101 with pseudo-sequence DRB1_0101. The binding affinity (normalized) is 0.828. (4) The peptide sequence is GVWVLAEPTKGKNER. The MHC is DRB1_0101 with pseudo-sequence DRB1_0101. The binding affinity (normalized) is 0.962. (5) The peptide sequence is QQGVTVDSIGML. The MHC is DRB1_0404 with pseudo-sequence DRB1_0404. The binding affinity (normalized) is 0. (6) The peptide sequence is TSLLISWGHYPLHLR. The binding affinity (normalized) is 0.623. The MHC is HLA-DPA10301-DPB10402 with pseudo-sequence HLA-DPA10301-DPB10402. (7) The peptide sequence is SNNGIKQQGIRYANP. The MHC is DRB4_0101 with pseudo-sequence DRB4_0103. The binding affinity (normalized) is 0.759. (8) The peptide sequence is MLLRKYGIAAENVID. The MHC is DRB1_0301 with pseudo-sequence DRB1_0301. The binding affinity (normalized) is 0. (9) The peptide sequence is TIAAMMTSPLSVASM. The MHC is DRB1_1602 with pseudo-sequence DRB1_1602. The binding affinity (normalized) is 0.804. (10) The peptide sequence is DCVVKPIDDRFANALLA. The MHC is DRB1_1501 with pseudo-sequence DRB1_1501. The binding affinity (normalized) is 0.466.